This data is from Catalyst prediction with 721,799 reactions and 888 catalyst types from USPTO. The task is: Predict which catalyst facilitates the given reaction. (1) Reactant: [H-].[Na+].[CH:3]1[C:14]2=[C:15]3[CH:10]([CH2:11][CH2:12][CH2:13]2)[CH2:9][CH2:8][CH2:7][C:6]3=[CH:5][C:4]=1[NH:16][C:17]1[N:22]=[CH:21][C:20]([C:23]([O:25]CC)=[O:24])=[CH:19][N:18]=1.Br[CH2:29][CH:30]1[CH2:32][CH2:31]1.[Cl-].[NH4+]. Product: [CH:32]1([CH2:31][N:16]([C:4]2[CH:3]=[C:14]3[C:15]4[CH:10]([CH2:11][CH2:12][CH2:13]3)[CH2:9][CH2:8][CH2:7][C:6]=4[CH:5]=2)[C:17]2[N:18]=[CH:19][C:20]([C:23]([OH:25])=[O:24])=[CH:21][N:22]=2)[CH2:30][CH2:29]1. The catalyst class is: 9. (2) Reactant: [C:1]([O:5][C:6]([N:8]1[C:13]2[CH:14]=[C:15]([Cl:20])[C:16]([O:18][CH3:19])=[CH:17][C:12]=2[O:11][CH:10]([C:21](O)=[O:22])[CH2:9]1)=[O:7])([CH3:4])([CH3:3])[CH3:2].CCN(C(C)C)C(C)C.CCN=C=NCCCN(C)C.C1C=CC2N(O)N=NC=2C=1.[F:54][C:55]([F:71])([C:64]1[CH:69]=[CH:68][C:67]([F:70])=[CH:66][CH:65]=1)[C:56]1([C:62]#[N:63])[CH2:61][CH2:60][NH:59][CH2:58][CH2:57]1. Product: [C:1]([O:5][C:6]([N:8]1[C:13]2[CH:14]=[C:15]([Cl:20])[C:16]([O:18][CH3:19])=[CH:17][C:12]=2[O:11][CH:10]([C:21]([N:59]2[CH2:60][CH2:61][C:56]([C:62]#[N:63])([C:55]([F:54])([F:71])[C:64]3[CH:69]=[CH:68][C:67]([F:70])=[CH:66][CH:65]=3)[CH2:57][CH2:58]2)=[O:22])[CH2:9]1)=[O:7])([CH3:2])([CH3:3])[CH3:4]. The catalyst class is: 18. (3) Reactant: [NH:1]1[CH2:6][CH2:5][CH:4]([C:7]2[NH:15][C:10]3[CH:11]=[N:12][CH:13]=[CH:14][C:9]=3[N:8]=2)[CH2:3][CH2:2]1.[C:16]1([C:22]2[C:23]([C:31]3[CH:38]=[CH:37][C:34]([CH:35]=O)=[CH:33][CH:32]=3)=[N:24][C:25]3[N:26]([N:28]=[CH:29][CH:30]=3)[CH:27]=2)[CH:21]=[CH:20][CH:19]=[CH:18][CH:17]=1.[BH-](OC(C)=O)(OC(C)=O)OC(C)=O.[Na+].C1COCC1. Product: [C:16]1([C:22]2[C:23]([C:31]3[CH:32]=[CH:33][C:34]([CH2:35][N:1]4[CH2:2][CH2:3][CH:4]([C:7]5[NH:15][C:10]6[CH:11]=[N:12][CH:13]=[CH:14][C:9]=6[N:8]=5)[CH2:5][CH2:6]4)=[CH:37][CH:38]=3)=[N:24][C:25]3[N:26]([N:28]=[CH:29][CH:30]=3)[CH:27]=2)[CH:21]=[CH:20][CH:19]=[CH:18][CH:17]=1. The catalyst class is: 15. (4) Reactant: [CH:1]1([C:5]([NH:7][C:8]2[CH:13]=[C:12]([O:14][C:15]3[CH:21]=[CH:20][C:18]([NH2:19])=[CH:17][CH:16]=3)[CH:11]=[CH:10][N:9]=2)=[O:6])[CH2:4][CH2:3][CH2:2]1.[S:22]1[CH:26]=[CH:25][N:24]=[C:23]1[NH:27][C:28](=O)[O:29]C1C=CC=CC=1.CS(C)=O.O. Product: [CH:1]1([C:5]([NH:7][C:8]2[CH:13]=[C:12]([O:14][C:15]3[CH:16]=[CH:17][C:18]([NH:19][C:28]([NH:27][C:23]4[S:22][CH:26]=[CH:25][N:24]=4)=[O:29])=[CH:20][CH:21]=3)[CH:11]=[CH:10][N:9]=2)=[O:6])[CH2:2][CH2:3][CH2:4]1. The catalyst class is: 13. (5) Reactant: C(C(=C)C([O-])=O)#N.[CH:8]1[C:21]2[C:12](=[CH:13][C:14]3[C:19]([CH:20]=2)=[CH:18][CH:17]=[CH:16][CH:15]=3)[CH:11]=[CH:10][CH:9]=1.C(C(=C)C(Cl)=O)#N.[SiH3]O.C(N(CC)CC)C. Product: [CH:11]1[C:12]2[C:21](=[CH:20][C:19]3[C:14]([CH:13]=2)=[CH:15][CH:16]=[CH:17][CH:18]=3)[CH:8]=[CH:9][CH:10]=1. The catalyst class is: 2. (6) Reactant: [OH:1][C:2]1[C:9]([N+:10]([O-:12])=[O:11])=[CH:8][CH:7]=[CH:6][C:3]=1[CH:4]=O.Br[CH:14](C(OC)=O)[C:15]([O:17][CH3:18])=[O:16].C(=O)([O-])[O-].[K+].[K+]. Product: [N+:10]([C:9]1[C:2]2[O:1][C:14]([C:15]([O:17][CH3:18])=[O:16])=[CH:4][C:3]=2[CH:6]=[CH:7][CH:8]=1)([O-:12])=[O:11]. The catalyst class is: 596. (7) Reactant: [CH3:1][N+:2]([O-])([CH3:4])C.C[Si]([N-][Si](C)(C)C)(C)C.[Li+].[C:16]1(C)C=CC=CC=1.[Cl:23][C:24]1[CH:29]=[CH:28][CH:27]=[CH:26][C:25]=1/[CH:30]=[CH:31]/[C:32]1[CH:37]=[C:36]([Cl:38])[CH:35]=[CH:34][C:33]=1[OH:39].[Li+].C[Si]([N-][Si](C)(C)C)(C)C.C1(C)C=CC=CC=1. Product: [CH3:1][N:2]1[CH2:4][CH2:16][C@@H:31]([C:32]2[CH:37]=[C:36]([Cl:38])[CH:35]=[CH:34][C:33]=2[OH:39])[C@@H:30]1[C:25]1[CH:26]=[CH:27][CH:28]=[CH:29][C:24]=1[Cl:23]. The catalyst class is: 6.